Dataset: Forward reaction prediction with 1.9M reactions from USPTO patents (1976-2016). Task: Predict the product of the given reaction. Given the reactants [F:1][C:2]([F:34])([F:33])[C:3]1[CH:4]=[C:5]([NH:13][NH:14][C:15](=[O:32])[CH:16]([N:23]2[CH2:28][CH2:27][N:26]3[CH2:29][CH2:30][CH2:31][C@@H:25]3[CH2:24]2)[C:17]2[CH:18]=[N:19][CH:20]=[CH:21][CH:22]=2)[CH:6]=[C:7]([C:9]([F:12])([F:11])[F:10])[CH:8]=1, predict the reaction product. The product is: [F:34][C:2]([F:1])([F:33])[C:3]1[CH:4]=[C:5]([NH:13][NH:14][C:15](=[O:32])[C@H:16]([N:23]2[CH2:28][CH2:27][N:26]3[CH2:29][CH2:30][CH2:31][C@@H:25]3[CH2:24]2)[C:17]2[CH:18]=[N:19][CH:20]=[CH:21][CH:22]=2)[CH:6]=[C:7]([C:9]([F:10])([F:11])[F:12])[CH:8]=1.